Task: Predict the product of the given reaction.. Dataset: Forward reaction prediction with 1.9M reactions from USPTO patents (1976-2016) (1) Given the reactants [F:1][C:2]1[CH:7]=[CH:6][C:5]([C:8]([C:35]2[CH:40]=[CH:39][C:38]([F:41])=[CH:37][CH:36]=2)=[CH:9][CH2:10][CH2:11][CH2:12][C:13]([N:15]2[CH2:20][CH2:19][N:18]([C:21](=[O:34])[C:22]3[CH:27]=[C:26]([O:28][CH3:29])[C:25]([O:30][CH3:31])=[C:24]([O:32][CH3:33])[CH:23]=3)[CH2:17][CH2:16]2)=[O:14])=[CH:4][CH:3]=1.[OH-:42].[Na+].[BH4-].[Na+], predict the reaction product. The product is: [F:1][C:2]1[CH:7]=[CH:6][C:5]([C:8]([C:35]2[CH:36]=[CH:37][C:38]([F:41])=[CH:39][CH:40]=2)([OH:42])[CH2:9][CH2:10][CH2:11][CH2:12][C:13]([N:15]2[CH2:20][CH2:19][N:18]([C:21](=[O:34])[C:22]3[CH:23]=[C:24]([O:32][CH3:33])[C:25]([O:30][CH3:31])=[C:26]([O:28][CH3:29])[CH:27]=3)[CH2:17][CH2:16]2)=[O:14])=[CH:4][CH:3]=1. (2) Given the reactants [NH2:1][C:2]1[CH:3]=[C:4]([CH:17]=[CH:18][CH:19]=1)[CH2:5][C:6]1[C:15]2[CH2:14][CH2:13][CH2:12][CH2:11][C:10]=2[C:9](=[O:16])[NH:8][N:7]=1.[CH3:20][O:21][C:22](=[O:29])[C:23]([N:26]=[C:27]=[O:28])([CH3:25])[CH3:24], predict the reaction product. The product is: [CH3:24][C:23]([NH:26][C:27](=[O:28])[NH:1][C:2]1[CH:19]=[CH:18][CH:17]=[C:4]([CH2:5][C:6]2[C:15]3[CH2:14][CH2:13][CH2:12][CH2:11][C:10]=3[C:9](=[O:16])[NH:8][N:7]=2)[CH:3]=1)([CH3:25])[C:22]([O:21][CH3:20])=[O:29]. (3) Given the reactants CO[C:3]1[C:4]([O:12]C)=[C:5]([N+:9]([O-:11])=[O:10])[CH:6]=[CH:7][CH:8]=1.NC([C:20](O)=[O:21])CCSC.O, predict the reaction product. The product is: [OH:12][C:4]1[CH:3]=[C:8]([O:21][CH3:20])[CH:7]=[CH:6][C:5]=1[N+:9]([O-:11])=[O:10]. (4) Given the reactants [CH3:1][C@H:2]1[CH2:7][CH2:6][C@H:5](O)[CH2:4][CH2:3]1.[Br:9][C:10]1[CH:11]=[C:12]2[C:17](=[CH:18][CH:19]=1)[CH:16]=[C:15]([OH:20])[CH:14]=[CH:13]2.C1C=CC(P(C2C=CC=CC=2)C2C=CC=CC=2)=CC=1.CC(OC(/N=N/C(OC(C)C)=O)=O)C, predict the reaction product. The product is: [Br:9][C:10]1[CH:19]=[CH:18][C:17]2[C:12](=[CH:13][CH:14]=[C:15]([O:20][C@H:5]3[CH2:6][CH2:7][C@@H:2]([CH3:1])[CH2:3][CH2:4]3)[CH:16]=2)[CH:11]=1. (5) Given the reactants [CH2:1]1[CH2:6][O:5][CH:4]=[CH:3][CH2:2]1.[NH2:7][C:8]1[S:9][C:10]([C:13]([O:15][CH2:16][CH3:17])=[O:14])=[CH:11][N:12]=1, predict the reaction product. The product is: [O:5]1[CH2:6][CH2:1][CH2:2][CH2:3][CH:4]1[NH:7][C:8]1[S:9][C:10]([C:13]([O:15][CH2:16][CH3:17])=[O:14])=[CH:11][N:12]=1. (6) Given the reactants [F:1][C:2]1[CH:7]=[C:6]([I:8])[CH:5]=[CH:4][C:3]=1[NH:9][C:10]1[N:15]2[CH:16]=[N:17][CH:18]=[C:14]2[CH:13]=[N:12][C:11]=1[C:19]([OH:21])=O.C1C=CC2N(O)N=[N:28]C=2C=1.CCN(C(C)C)C(C)C.CCN=C=NCCCN(C)C.[OH-].[NH4+], predict the reaction product. The product is: [F:1][C:2]1[CH:7]=[C:6]([I:8])[CH:5]=[CH:4][C:3]=1[NH:9][C:10]1[N:15]2[CH:16]=[N:17][CH:18]=[C:14]2[CH:13]=[N:12][C:11]=1[C:19]([NH2:28])=[O:21]. (7) Given the reactants [C:1]([O:5][C:6]([N:8]1[CH2:11][CH2:10][C@H:9]1[C:12](=O)[NH2:13])=[O:7])([CH3:4])([CH3:3])[CH3:2].Cl, predict the reaction product. The product is: [C:1]([O:5][C:6]([N:8]1[CH2:11][CH2:10][C@H:9]1[CH2:12][NH2:13])=[O:7])([CH3:4])([CH3:3])[CH3:2]. (8) The product is: [Cl:28][C:24]1[CH:23]=[C:22]([C:13]2[C:12]3[C:17](=[CH:18][CH:19]=[C:10]([C:9]([OH:35])([C:29]4[N:33]([CH3:34])[CH:32]=[N:31][CH:30]=4)[C:6]4[CH:5]=[CH:4][C:3]([CH2:2][S:41][C:37]5[S:36][CH:40]=[CH:39][N:38]=5)=[CH:8][CH:7]=4)[CH:11]=3)[N:16]([CH3:20])[C:15](=[O:21])[CH:14]=2)[CH:27]=[CH:26][CH:25]=1. Given the reactants Cl[CH2:2][C:3]1[CH:8]=[CH:7][C:6]([C:9]([OH:35])([C:29]2[N:33]([CH3:34])[CH:32]=[N:31][CH:30]=2)[C:10]2[CH:11]=[C:12]3[C:17](=[CH:18][CH:19]=2)[N:16]([CH3:20])[C:15](=[O:21])[CH:14]=[C:13]3[C:22]2[CH:27]=[CH:26][CH:25]=[C:24]([Cl:28])[CH:23]=2)=[CH:5][CH:4]=1.[S:36]1[CH:40]=[CH:39][NH:38][C:37]1=[S:41].O, predict the reaction product. (9) Given the reactants [N+:1]([C:4]1[C:5]([C:9]2[NH:13][C:12]3[CH:14]=[CH:15][CH:16]=[CH:17][C:11]=3[N:10]=2)=[N:6][NH:7][CH:8]=1)([O-])=O.[H][H], predict the reaction product. The product is: [NH:13]1[C:12]2[CH:14]=[CH:15][CH:16]=[CH:17][C:11]=2[N:10]=[C:9]1[C:5]1[C:4]([NH2:1])=[CH:8][NH:7][N:6]=1.